This data is from Acute oral toxicity (LD50) regression data from Zhu et al.. The task is: Regression/Classification. Given a drug SMILES string, predict its toxicity properties. Task type varies by dataset: regression for continuous values (e.g., LD50, hERG inhibition percentage) or binary classification for toxic/non-toxic outcomes (e.g., AMES mutagenicity, cardiotoxicity, hepatotoxicity). Dataset: ld50_zhu. (1) The compound is O=C(O)Cc1ccc(C2CCCCC2)c(Cl)c1. The rat oral LD50 is 3.48, given as -log10 of the dose in mol/kg body weight (higher means more acutely toxic). (2) The molecule is O=C(CCl)c1ccccc1. The rat oral LD50 is 3.49, given as -log10 of the dose in mol/kg body weight (higher means more acutely toxic).